Dataset: Full USPTO retrosynthesis dataset with 1.9M reactions from patents (1976-2016). Task: Predict the reactants needed to synthesize the given product. (1) The reactants are: [Br:1][C:2]1[CH:7]=[CH:6][C:5]([Cl:8])=[CH:4][C:3]=1[CH2:9][CH2:10][OH:11].[H-].[Na+].S(OC)(O[CH3:18])(=O)=O. Given the product [Br:1][C:2]1[CH:7]=[CH:6][C:5]([Cl:8])=[CH:4][C:3]=1[CH2:9][CH2:10][O:11][CH3:18], predict the reactants needed to synthesize it. (2) Given the product [CH2:3]([O:5][C:6]1[C:13]([O:14][C:15]([F:18])([F:17])[F:16])=[CH:12][CH:11]=[CH:10][C:7]=1[CH2:8][CH2:1][NH2:2])[CH3:4], predict the reactants needed to synthesize it. The reactants are: [CH3:1][NH2:2].[CH2:3]([O:5][C:6]1[C:13]([O:14][C:15]([F:18])([F:17])[F:16])=[CH:12][CH:11]=[CH:10][C:7]=1[CH:8]=O)[CH3:4].[BH4-].[Na+]. (3) Given the product [CH3:5][N:6]1[C:14]2[C:9](=[CH:10][CH:11]=[CH:12][CH:13]=2)[CH2:8][CH2:7]1, predict the reactants needed to synthesize it. The reactants are: C([BH3-])#N.[Na+].[CH3:5][N:6]1[C:14]2[C:9](=[CH:10][CH:11]=[CH:12][CH:13]=2)[CH:8]=[CH:7]1. (4) Given the product [C:28]([C:26]1[CH:25]=[C:7]([CH:6]=[C:5]([C:1]([CH3:4])([CH3:3])[CH3:2])[CH:27]=1)[CH2:8][C@H:9]1[CH2:14][C@H:13]([C:15]2[O:19][NH:18][C:17](=[O:20])[CH:16]=2)[CH2:12][CH2:11][NH:10]1)([CH3:30])([CH3:31])[CH3:29], predict the reactants needed to synthesize it. The reactants are: [C:1]([C:5]1[CH:6]=[C:7]([CH:25]=[C:26]([C:28]([CH3:31])([CH3:30])[CH3:29])[CH:27]=1)[CH2:8][C@H:9]1[CH2:14][C@H:13]([C:15]2[O:19][NH:18][C:17](=[O:20])[CH:16]=2)[CH2:12][CH2:11][N:10]1C(OC)=O)([CH3:4])([CH3:3])[CH3:2].Br.